This data is from Catalyst prediction with 721,799 reactions and 888 catalyst types from USPTO. The task is: Predict which catalyst facilitates the given reaction. (1) Reactant: O[C:2]1[N:3]=[C:4]2[CH:17]=[CH:16][C:15]([NH:18][NH:19][C:20]([C:22]3[CH:27]=[N:26][CH:25]=[CH:24][N:23]=3)=O)=[N:14][C:5]2=[N:6][C:7]=1[C:8]1[CH:13]=[CH:12][CH:11]=[CH:10][CH:9]=1.P(Cl)(Cl)([Cl:30])=O. Product: [Cl:30][C:2]1[N:3]=[C:4]2[CH:17]=[CH:16][C:15]3=[N:18][N:19]=[C:20]([C:22]4[CH:27]=[N:26][CH:25]=[CH:24][N:23]=4)[N:14]3[C:5]2=[N:6][C:7]=1[C:8]1[CH:13]=[CH:12][CH:11]=[CH:10][CH:9]=1. The catalyst class is: 23. (2) Reactant: [CH2:1]([N:8]1[CH2:13][CH2:12][C:11]2([CH2:18][CH2:17][NH:16][CH2:15][CH2:14]2)[CH2:10][CH2:9]1)[C:2]1[CH:7]=[CH:6][CH:5]=[CH:4][CH:3]=1.F[C:20]1[CH:29]=[CH:28][C:23]([C:24]([NH:26][CH3:27])=[O:25])=[CH:22][CH:21]=1.C(=O)([O-])[O-].[K+].[K+].O. Product: [CH2:1]([N:8]1[CH2:13][CH2:12][C:11]2([CH2:18][CH2:17][N:16]([C:20]3[CH:29]=[CH:28][C:23]([C:24]([NH:26][CH3:27])=[O:25])=[CH:22][CH:21]=3)[CH2:15][CH2:14]2)[CH2:10][CH2:9]1)[C:2]1[CH:3]=[CH:4][CH:5]=[CH:6][CH:7]=1. The catalyst class is: 16. (3) The catalyst class is: 4. Product: [O:1]=[C:2]1[CH2:7][CH2:6][CH:5]([C:8]([O:10][CH2:11][C:12]2[CH:17]=[CH:16][CH:15]=[CH:14][CH:13]=2)=[O:9])[CH2:4][CH2:3]1. Reactant: [OH:1][CH:2]1[CH2:7][CH2:6][CH:5]([C:8]([O:10][CH2:11][C:12]2[CH:17]=[CH:16][CH:15]=[CH:14][CH:13]=2)=[O:9])[CH2:4][CH2:3]1.[Cr](Cl)([O-])(=O)=O.[NH+]1C=CC=CC=1. (4) Reactant: O1CCCC1.[F:6][C:7]1[CH:25]=[CH:24][C:10]([CH2:11][O:12][C:13]2[N:18]=[CH:17][C:16]([CH2:19][C:20](Cl)=[N:21][OH:22])=[CH:15][CH:14]=2)=[CH:9][CH:8]=1.[C:26]([C:28]1[C:29]([NH2:35])=[N:30][C:31]([NH2:34])=[CH:32][CH:33]=1)#[CH:27].C(N(CC)CC)C. Product: [F:6][C:7]1[CH:25]=[CH:24][C:10]([CH2:11][O:12][C:13]2[N:18]=[CH:17][C:16]([CH2:19][C:20]3[CH:27]=[C:26]([C:28]4[C:29]([NH2:35])=[N:30][C:31]([NH2:34])=[CH:32][CH:33]=4)[O:22][N:21]=3)=[CH:15][CH:14]=2)=[CH:9][CH:8]=1. The catalyst class is: 6. (5) Reactant: [CH3:1][O:2][C:3]1[CH:4]=[C:5]2[C:10](=[CH:11][C:12]=1[O:13][CH3:14])[N:9]=[CH:8][CH:7]=[C:6]2[O:15][C:16]1[CH:22]=[CH:21][C:19]([NH2:20])=[C:18]([CH3:23])[C:17]=1[CH3:24].Cl[C:26](Cl)([O:28][C:29](=[O:35])OC(Cl)(Cl)Cl)Cl.[CH:37]1(CO)[CH2:39][CH2:38]1.C(=O)(O)[O-].[Na+]. Product: [CH3:1][O:2][C:3]1[CH:4]=[C:5]2[C:10](=[CH:11][C:12]=1[O:13][CH3:14])[N:9]=[CH:8][CH:7]=[C:6]2[O:15][C:16]1[CH:22]=[CH:21][C:19]([NH:20][C:29](=[O:35])[O:28][CH2:26][CH:37]2[CH2:39][CH2:38]2)=[C:18]([CH3:23])[C:17]=1[CH3:24]. The catalyst class is: 208.